This data is from Full USPTO retrosynthesis dataset with 1.9M reactions from patents (1976-2016). The task is: Predict the reactants needed to synthesize the given product. Given the product [N:7]1[C:6]2[O:9][CH2:10][CH2:11][S:12][C:5]=2[CH:4]=[C:3]([CH:1]=[O:14])[N:8]=1, predict the reactants needed to synthesize it. The reactants are: [CH:1]([C:3]1[N:8]=[N:7][C:6]2[O:9][CH2:10][CH2:11][S:12][C:5]=2[CH:4]=1)=C.I([O-])(=O)(=O)=[O:14].[Na+].